This data is from Reaction yield outcomes from USPTO patents with 853,638 reactions. The task is: Predict the reaction yield, written as a fraction of the theoretical maximum amount of product (1.0 means a 100% yield; for example, 0.34 means a 34% yield). The reactants are [C:1]([N:5]1[CH2:22][CH:21]([CH:23]([OH:26])CO)[O:20][C:7]2([CH2:12][CH2:11][N:10]([C:13]([O:15][C:16]([CH3:19])([CH3:18])[CH3:17])=[O:14])[CH2:9][CH2:8]2)[CH2:6]1)([CH3:4])([CH3:3])[CH3:2].I([O-])(=O)(=O)=O.[Na+].O.[BH4-].[Na+]. The catalyst is O1CCCC1.[Cl-].[Na+].O.C(OCC)(=O)C.CO.ClCCl. The product is [C:1]([N:5]1[CH2:22][CH:21]([CH2:23][OH:26])[O:20][C:7]2([CH2:12][CH2:11][N:10]([C:13]([O:15][C:16]([CH3:17])([CH3:18])[CH3:19])=[O:14])[CH2:9][CH2:8]2)[CH2:6]1)([CH3:2])([CH3:3])[CH3:4]. The yield is 0.710.